Dataset: Forward reaction prediction with 1.9M reactions from USPTO patents (1976-2016). Task: Predict the product of the given reaction. Given the reactants [Br:1][C:2]1[CH:3]=[CH:4][C:5]2[S:9](=[O:11])(=[O:10])[NH:8][C:7](=O)[C:6]=2[CH:13]=1.[CH3:14][Mg]Br.Cl, predict the reaction product. The product is: [Br:1][C:2]1[CH:3]=[CH:4][C:5]2[S:9](=[O:11])(=[O:10])[N:8]=[C:7]([CH3:14])[C:6]=2[CH:13]=1.